This data is from Peptide-MHC class II binding affinity with 134,281 pairs from IEDB. The task is: Regression. Given a peptide amino acid sequence and an MHC pseudo amino acid sequence, predict their binding affinity value. This is MHC class II binding data. (1) The peptide sequence is YDNFLANVSTVLTGK. The MHC is DRB1_1302 with pseudo-sequence DRB1_1302. The binding affinity (normalized) is 0.743. (2) The peptide sequence is GELEIVDKIDAAFKI. The MHC is DRB1_0404 with pseudo-sequence DRB1_0404. The binding affinity (normalized) is 0.564. (3) The binding affinity (normalized) is 0.548. The peptide sequence is STGGILEFSISVDFT. The MHC is DRB1_0101 with pseudo-sequence DRB1_0101. (4) The peptide sequence is LISWGHYPLHLRYYR. The MHC is DRB4_0101 with pseudo-sequence DRB4_0103. The binding affinity (normalized) is 0.271. (5) The peptide sequence is RTITADTFRKLFRVY. The MHC is DRB1_1302 with pseudo-sequence DRB1_1302. The binding affinity (normalized) is 0.579.